Dataset: Catalyst prediction with 721,799 reactions and 888 catalyst types from USPTO. Task: Predict which catalyst facilitates the given reaction. (1) Reactant: [CH3:1][N:2]([CH3:7])[CH2:3][CH2:4][CH2:5][NH2:6].[Br:8][C:9]1[C:10](Cl)=[N:11][C:12]([Cl:15])=[N:13][CH:14]=1.C(OCC)(=O)C. Product: [Br:8][C:9]1[C:10]([NH:6][CH2:5][CH2:4][CH2:3][N:2]([CH3:7])[CH3:1])=[N:11][C:12]([Cl:15])=[N:13][CH:14]=1. The catalyst class is: 12. (2) Reactant: [Cl:1][C:2]1[CH:21]=[CH:20][C:5]([O:6][CH:7]2[CH2:12][CH2:11][N:10](C(OC(C)(C)C)=O)[CH2:9][CH2:8]2)=[CH:4][C:3]=1[F:22].Cl. Product: [ClH:1].[Cl:1][C:2]1[CH:21]=[CH:20][C:5]([O:6][CH:7]2[CH2:12][CH2:11][NH:10][CH2:9][CH2:8]2)=[CH:4][C:3]=1[F:22]. The catalyst class is: 12.